From a dataset of Forward reaction prediction with 1.9M reactions from USPTO patents (1976-2016). Predict the product of the given reaction. (1) Given the reactants [I:1][C:2]1[CH:10]=[CH:9][C:5]([C:6](O)=[O:7])=[C:4]([NH:11][S:12]([C:15]2[C:16]3[N:17]=[CH:18][CH:19]=[N:20][C:21]=3[CH:22]=[CH:23][CH:24]=2)(=[O:14])=[O:13])[CH:3]=1.Cl.[CH3:26][O:27][C:28](=[O:40])[C@@H:29]([NH2:39])[CH2:30][C:31]1[CH:36]=[CH:35][C:34]([Cl:37])=[C:33]([I:38])[CH:32]=1, predict the reaction product. The product is: [CH3:26][O:27][C:28](=[O:40])[C@@H:29]([NH:39][C:6](=[O:7])[C:5]1[CH:9]=[CH:10][C:2]([I:1])=[CH:3][C:4]=1[NH:11][S:12]([C:15]1[C:16]2[N:17]=[CH:18][CH:19]=[N:20][C:21]=2[CH:22]=[CH:23][CH:24]=1)(=[O:14])=[O:13])[CH2:30][C:31]1[CH:36]=[CH:35][C:34]([Cl:37])=[C:33]([I:38])[CH:32]=1. (2) Given the reactants Br[C:2]1[CH:3]=[C:4]([CH:27]=[CH:28][CH:29]=1)[CH2:5][N:6]1[C:10]([CH3:11])=[N:9][C:8]([C:12]2[O:13][C:14]([C:17]3[CH:22]=[CH:21][C:20]([C:23]([CH3:26])([CH3:25])[CH3:24])=[CH:19][CH:18]=3)=[N:15][N:16]=2)=[N:7]1.[CH3:30][N:31]1[CH2:36][CH2:35][NH:34][CH2:33][CH2:32]1.CC([O-])(C)C.[Na+].C1(P(C2CCCCC2)C2C=CC=CC=2C2C(OC(C)C)=CC=CC=2OC(C)C)CCCCC1, predict the reaction product. The product is: [C:23]([C:20]1[CH:21]=[CH:22][C:17]([C:14]2[O:13][C:12]([C:8]3[N:9]=[C:10]([CH3:11])[N:6]([CH2:5][C:4]4[CH:27]=[CH:28][CH:29]=[C:2]([N:34]5[CH2:35][CH2:36][N:31]([CH3:30])[CH2:32][CH2:33]5)[CH:3]=4)[N:7]=3)=[N:16][N:15]=2)=[CH:18][CH:19]=1)([CH3:26])([CH3:25])[CH3:24].